From a dataset of Forward reaction prediction with 1.9M reactions from USPTO patents (1976-2016). Predict the product of the given reaction. (1) The product is: [CH2:17]1[CH2:16][O:15][C:12]2[CH:13]=[CH:14][C:9]([NH:8][C:6]3[C:5]([F:19])=[CH:4][N:3]=[C:2]([NH:32][C:22]4[N:23]([C:26]5[CH:27]=[CH:28][CH:29]=[CH:30][CH:31]=5)[CH2:24][O:25][C:21]=4[CH3:20])[N:7]=3)=[CH:10][C:11]=2[O:18]1. Given the reactants Cl[C:2]1[N:7]=[C:6]([NH:8][C:9]2[CH:14]=[CH:13][C:12]3[O:15][CH2:16][CH2:17][O:18][C:11]=3[CH:10]=2)[C:5]([F:19])=[CH:4][N:3]=1.[CH3:20][C:21]1[O:25][CH2:24][N:23]([C:26]2[CH:31]=[CH:30][CH:29]=[CH:28][CH:27]=2)[C:22]=1[NH2:32], predict the reaction product. (2) Given the reactants [Cl:1][C:2]1[N:7]=[C:6]([C:8]2[CH:13]=[CH:12][CH:11]=[CH:10][CH:9]=2)[N:5]=[C:4]([C:14](Cl)=[O:15])[CH:3]=1.[N:17]1[C:25]2[CH:24]=[CH:23][N:22]=[CH:21][C:20]=2[S:19][C:18]=1[C:26]1[CH:32]=[CH:31][CH:30]=[CH:29][C:27]=1[NH2:28].C(N(CC)CC)C, predict the reaction product. The product is: [Cl:1][C:2]1[N:7]=[C:6]([C:8]2[CH:13]=[CH:12][CH:11]=[CH:10][CH:9]=2)[N:5]=[C:4]([C:14]([NH:28][C:27]2[CH:29]=[CH:30][CH:31]=[CH:32][C:26]=2[C:18]2[S:19][C:20]3[CH:21]=[N:22][CH:23]=[CH:24][C:25]=3[N:17]=2)=[O:15])[CH:3]=1. (3) Given the reactants [F:1][C:2]([F:35])([CH2:27][O:28][C:29]1[CH:34]=[CH:33][CH:32]=[CH:31][CH:30]=1)[CH2:3][CH2:4][C@H:5]1[C@H:9]([O:10]C2CCCCO2)[CH2:8][C:7](=[O:17])[C@@H:6]1[CH2:18]/[CH:19]=[CH:20]\[CH2:21][CH2:22][CH2:23][C:24]([OH:26])=[O:25], predict the reaction product. The product is: [F:1][C:2]([F:35])([CH2:27][O:28][C:29]1[CH:30]=[CH:31][CH:32]=[CH:33][CH:34]=1)[CH2:3][CH2:4][C@H:5]1[C@H:9]([OH:10])[CH2:8][C:7](=[O:17])[C@@H:6]1[CH2:18]/[CH:19]=[CH:20]\[CH2:21][CH2:22][CH2:23][C:24]([OH:26])=[O:25]. (4) Given the reactants Cl.[NH2:2][CH:3]1[CH2:8][CH2:7][N:6]([C:9]2[CH:10]=[C:11]([CH:24]=[C:25]([Cl:27])[N:26]=2)[C:12]([NH:14][CH2:15][CH2:16][CH2:17][N:18]2[CH2:23][CH2:22][O:21][CH2:20][CH2:19]2)=[O:13])[CH2:5][CH2:4]1.[Cl:28][C:29]1[C:33]([Cl:34])=[C:32]([CH3:35])[NH:31][C:30]=1[C:36](NC1CCN(C2C=CC=C(Cl)N=2)CC1)=[O:37], predict the reaction product. The product is: [Cl:27][C:25]1[CH:24]=[C:11]([CH:10]=[C:9]([N:6]2[CH2:5][CH2:4][CH:3]([NH:2][C:36]([C:30]3[NH:31][C:32]([CH3:35])=[C:33]([Cl:34])[C:29]=3[Cl:28])=[O:37])[CH2:8][CH2:7]2)[N:26]=1)[C:12]([NH:14][CH2:15][CH2:16][CH2:17][N:18]1[CH2:23][CH2:22][O:21][CH2:20][CH2:19]1)=[O:13].